Dataset: Reaction yield outcomes from USPTO patents with 853,638 reactions. Task: Predict the reaction yield, written as a fraction of the theoretical maximum amount of product (1.0 means a 100% yield; for example, 0.34 means a 34% yield). (1) The reactants are [Br:1][CH:2]([C:6]1[CH:11]=[CH:10][CH:9]=[CH:8][CH:7]=1)[C:3]([OH:5])=[O:4].[C:12]1([C@@H:18](O)[CH3:19])[CH:17]=[CH:16][CH:15]=[CH:14][CH:13]=1.CCN=C=NCCCN(C)C. The catalyst is CN(C1C=CN=CC=1)C.ClCCl.C(OCC)(=O)C. The product is [Br:1][CH:2]([C:6]1[CH:11]=[CH:10][CH:9]=[CH:8][CH:7]=1)[C:3]([O:5][C@H:18]([C:12]1[CH:17]=[CH:16][CH:15]=[CH:14][CH:13]=1)[CH3:19])=[O:4]. The yield is 0.730. (2) The catalyst is CN(C=O)C.O. The product is [N:1]1[CH:6]=[CH:5][CH:4]=[C:3]([C:7]2[N:16]=[CH:15][C:14]3[C:9](=[C:10]([C:17]([NH:25][C:21]4[S:20][CH:24]=[CH:23][N:22]=4)=[O:19])[CH:11]=[CH:12][CH:13]=3)[N:8]=2)[CH:2]=1. The yield is 0.460. The reactants are [N:1]1[CH:6]=[CH:5][CH:4]=[C:3]([C:7]2[N:16]=[CH:15][C:14]3[C:9](=[C:10]([C:17]([OH:19])=O)[CH:11]=[CH:12][CH:13]=3)[N:8]=2)[CH:2]=1.[S:20]1[CH:24]=[CH:23][N:22]=[C:21]1[NH2:25].CN(C(ON1N=NC2C=CC=NC1=2)=[N+](C)C)C.F[P-](F)(F)(F)(F)F.CCN(C(C)C)C(C)C.